This data is from Catalyst prediction with 721,799 reactions and 888 catalyst types from USPTO. The task is: Predict which catalyst facilitates the given reaction. (1) The catalyst class is: 9. Product: [CH3:14][C:9]([NH:8][C:6](=[O:7])[O:5][C:2]([CH3:1])([CH3:3])[CH3:4])([CH3:10])[C:11]([NH:61][C:58]1[CH:57]=[CH:56][C:55]([O:54][C:50]2[CH:51]=[CH:52][CH:53]=[C:48]([O:47][CH3:46])[CH:49]=2)=[CH:60][CH:59]=1)=[O:13]. Reactant: [CH3:1][C:2]([O:5][C:6]([NH:8][C:9]([CH3:14])([C:11]([OH:13])=O)[CH3:10])=[O:7])([CH3:4])[CH3:3].CCN(C(C)C)C(C)C.CN(C(ON1N=NC2C=CC=CC1=2)=[N+](C)C)C.[B-](F)(F)(F)F.[CH3:46][O:47][C:48]1[CH:49]=[C:50]([O:54][C:55]2[CH:60]=[CH:59][C:58]([NH2:61])=[CH:57][CH:56]=2)[CH:51]=[CH:52][CH:53]=1. (2) Reactant: [NH2:1][C:2]1[N:10]=[C:9]([O:11][CH2:12][CH2:13][O:14][CH3:15])[N:8]=[C:7]2[C:3]=1[N:4]=[C:5]([OH:29])[N:6]2[CH2:16][C:17]1[CH:18]=[C:19]([P:23](=[O:28])([OH:27])[O:24]CC)[CH:20]=[CH:21][CH:22]=1.Br[Si](C)(C)C. Product: [NH2:1][C:2]1[N:10]=[C:9]([O:11][CH2:12][CH2:13][O:14][CH3:15])[N:8]=[C:7]2[C:3]=1[N:4]=[C:5]([OH:29])[N:6]2[CH2:16][C:17]1[CH:18]=[C:19]([P:23](=[O:24])([OH:28])[OH:27])[CH:20]=[CH:21][CH:22]=1. The catalyst class is: 10. (3) Reactant: Cl[C:2]1[CH:11]=[CH:10][C:9]2[C:4](=[CH:5][CH:6]=[C:7]([N+:12]([O-:14])=[O:13])[CH:8]=2)[N:3]=1.[CH3:15][O:16][C:17]1[CH:24]=[CH:23][C:20]([CH2:21][NH2:22])=[CH:19][CH:18]=1. Product: [CH3:15][O:16][C:17]1[CH:24]=[CH:23][C:20]([CH2:21][NH:22][C:2]2[CH:11]=[CH:10][C:9]3[C:4](=[CH:5][CH:6]=[C:7]([N+:12]([O-:14])=[O:13])[CH:8]=3)[N:3]=2)=[CH:19][CH:18]=1. The catalyst class is: 13.